This data is from NCI-60 drug combinations with 297,098 pairs across 59 cell lines. The task is: Regression. Given two drug SMILES strings and cell line genomic features, predict the synergy score measuring deviation from expected non-interaction effect. Drug 1: CC1OCC2C(O1)C(C(C(O2)OC3C4COC(=O)C4C(C5=CC6=C(C=C35)OCO6)C7=CC(=C(C(=C7)OC)O)OC)O)O. Synergy scores: CSS=40.6, Synergy_ZIP=-1.72, Synergy_Bliss=-2.58, Synergy_Loewe=-6.05, Synergy_HSA=-2.14. Cell line: CAKI-1. Drug 2: CC(C)CN1C=NC2=C1C3=CC=CC=C3N=C2N.